Predict the product of the given reaction. From a dataset of Forward reaction prediction with 1.9M reactions from USPTO patents (1976-2016). (1) Given the reactants C[O:2][C:3](=[O:35])[C@@H:4]([CH:29]1[CH2:34][CH2:33][CH2:32][CH2:31][CH2:30]1)[N:5]1[C:14](=[O:15])[C:13]2[C:8](=[CH:9][CH:10]=[CH:11][CH:12]=2)[N:7]([CH2:16][C:17]2[C:25]3[C:20](=[CH:21][CH:22]=[CH:23][C:24]=3[CH3:26])[N:19]([CH3:27])[CH:18]=2)[C:6]1=[O:28], predict the reaction product. The product is: [CH:29]1([C@@H:4]([N:5]2[C:14](=[O:15])[C:13]3[C:8](=[CH:9][CH:10]=[CH:11][CH:12]=3)[N:7]([CH2:16][C:17]3[C:25]4[C:20](=[CH:21][CH:22]=[CH:23][C:24]=4[CH3:26])[N:19]([CH3:27])[CH:18]=3)[C:6]2=[O:28])[C:3]([OH:35])=[O:2])[CH2:34][CH2:33][CH2:32][CH2:31][CH2:30]1. (2) The product is: [CH3:1][C@H:2]1[CH2:7][CH2:6][CH2:5][C@@H:4]([CH3:8])[N:3]1[CH2:10][C:11]1[CH:12]=[CH:13][C:14]([C:15]([NH:17][C:18]2[CH:19]=[CH:20][C:21]([O:24][C:25](=[O:34])[N:26]([CH3:33])[C:27]3[CH:32]=[CH:31][CH:30]=[CH:29][CH:28]=3)=[N:22][CH:23]=2)=[O:16])=[CH:35][CH:36]=1. Given the reactants [CH3:1][C@H:2]1[CH2:7][CH2:6][CH2:5][C@@H:4]([CH3:8])[NH:3]1.Cl[CH2:10][C:11]1[CH:36]=[CH:35][C:14]([C:15]([NH:17][C:18]2[CH:19]=[CH:20][C:21]([O:24][C:25](=[O:34])[N:26]([CH3:33])[C:27]3[CH:32]=[CH:31][CH:30]=[CH:29][CH:28]=3)=[N:22][CH:23]=2)=[O:16])=[CH:13][CH:12]=1, predict the reaction product. (3) Given the reactants Br[CH2:2][CH:3]1[CH2:7][CH2:6][CH:5]([CH2:8][CH2:9][C:10]2[CH:15]=[C:14]([F:16])[CH:13]=[CH:12][C:11]=2[O:17][CH3:18])[O:4]1.[Na+].[I-].[C-:21]#[N:22].[K+].C(=O)(O)[O-].[Na+], predict the reaction product. The product is: [C:21]([CH2:2][C@H:3]1[CH2:7][CH2:6][C@H:5]([CH2:8][CH2:9][C:10]2[CH:15]=[C:14]([F:16])[CH:13]=[CH:12][C:11]=2[O:17][CH3:18])[O:4]1)#[N:22]. (4) The product is: [CH:10]([CH:13]1[C:18]2[N:19]=[CH:20][NH:21][C:17]=2[CH2:16][CH2:15][N:14]1[C:22]([O:9][C@@H:6]1[CH2:7][CH2:8][N:4]([CH3:3])[CH2:5]1)=[O:23])([CH3:12])[CH3:11]. Given the reactants [H-].[Na+].[CH3:3][N:4]1[CH2:8][CH2:7][C@@H:6]([OH:9])[CH2:5]1.[CH:10]([CH:13]1[C:18]2[N:19]=[CH:20][NH:21][C:17]=2[CH2:16][CH2:15][N:14]1[C:22](OCC(Cl)(Cl)Cl)=[O:23])([CH3:12])[CH3:11], predict the reaction product. (5) Given the reactants [CH:1]1([NH:9][C:10]([NH2:12])=[S:11])[CH2:8][CH2:7][CH2:6][CH2:5][CH2:4][CH2:3][CH2:2]1.Br[C:14]1([C:18](OCC)=[O:19])[CH2:17][CH2:16][CH2:15]1, predict the reaction product. The product is: [CH:1]1([NH:9][C:10]2[S:11][C:14]3([C:18](=[O:19])[N:12]=2)[CH2:17][CH2:16][CH2:15]3)[CH2:8][CH2:7][CH2:6][CH2:5][CH2:4][CH2:3][CH2:2]1. (6) Given the reactants [Cl:1][CH2:2][C:3]([CH3:40])([CH3:39])[C:4]([NH:6][N:7]([C:15]1[CH:20]=[C:19]([C:21]2[CH2:25][C:24]([C:30]3[CH:35]=[C:34]([Cl:36])[CH:33]=[C:32]([Cl:37])[CH:31]=3)([C:26]([F:29])([F:28])[F:27])[O:23][N:22]=2)[CH:18]=[CH:17][C:16]=1[Cl:38])C(OC(C)(C)C)=O)=[O:5].FC(F)(F)C(O)=O, predict the reaction product. The product is: [Cl:38][C:16]1[CH:17]=[CH:18][C:19]([C:21]2[CH2:25][C:24]([C:30]3[CH:31]=[C:32]([Cl:37])[CH:33]=[C:34]([Cl:36])[CH:35]=3)([C:26]([F:29])([F:27])[F:28])[O:23][N:22]=2)=[CH:20][C:15]=1[NH:7][NH:6][C:4](=[O:5])[C:3]([CH3:39])([CH3:40])[CH2:2][Cl:1]. (7) Given the reactants [F:1][C:2]1[CH:3]=[C:4]([C:8]2[N:9]=[C:10](OS(C(F)(F)F)(=O)=O)[CH:11]=[C:12]3[C:17]=2[N:16]=[CH:15][CH:14]=[CH:13]3)[CH:5]=[CH:6][CH:7]=1.C[N:27]1[CH2:31][CH2:30][CH2:29][C:28]1=O.[Br-].C(CCC[Zn+])#N.CCOC(C)=O, predict the reaction product. The product is: [F:1][C:2]1[CH:3]=[C:4]([C:8]2[N:9]=[C:10]([CH2:31][CH2:30][CH2:29][C:28]#[N:27])[CH:11]=[C:12]3[C:17]=2[N:16]=[CH:15][CH:14]=[CH:13]3)[CH:5]=[CH:6][CH:7]=1.[CH3:7][CH2:2][CH2:3][CH:4]([CH3:8])[CH3:5]. (8) The product is: [CH:1]([NH:4][C:5]([C:7]1[C:15]2[C:10](=[N:11][CH:12]=[C:13]([C:16]3[C:24]4[CH2:23][CH2:22][CH2:21][CH2:20][C:19]=4[N:18]([CH3:25])[N+:17]=3[O-:26])[N:14]=2)[NH:9][CH:8]=1)=[O:6])([CH3:3])[CH3:2]. Given the reactants [CH:1]([NH:4][C:5]([C:7]1[C:15]2[C:10](=[N:11][CH:12]=[C:13]([C:16]3[C:24]4[CH2:23][CH2:22][CH2:21][CH2:20][C:19]=4[N:18]([CH3:25])[N+:17]=3[O-:26])[N:14]=2)[N:9](COCC[Si](C)(C)C)[CH:8]=1)=[O:6])([CH3:3])[CH3:2].C(O)(C(F)(F)F)=O, predict the reaction product. (9) Given the reactants Cl[C:2]1[C:3]2[C:10]([I:11])=[CH:9][N:8]([C@@H:12]3[O:34][C@H:33]([CH2:35][O:36]C(=O)C4C=CC=CC=4)[C@@H:23]([O:24]C(=O)C4C=CC=CC=4)[C@@:13]3([CH3:45])[O:14]C(=O)C3C=CC=CC=3)[C:4]=2[N:5]=[CH:6][N:7]=1.[NH3:46], predict the reaction product. The product is: [NH2:46][C:2]1[C:3]2[C:10]([I:11])=[CH:9][N:8]([C@@H:12]3[O:34][C@H:33]([CH2:35][OH:36])[C@@H:23]([OH:24])[C@@:13]3([CH3:45])[OH:14])[C:4]=2[N:5]=[CH:6][N:7]=1. (10) The product is: [CH2:3]([O:10][C:11]1[CH:16]=[C:15]([CH2:17][CH2:18][N+:19]([O-:21])=[O:20])[CH:14]=[C:13]([F:22])[CH:12]=1)[C:4]1[CH:5]=[CH:6][CH:7]=[CH:8][CH:9]=1. Given the reactants [BH4-].[Na+].[CH2:3]([O:10][C:11]1[CH:16]=[C:15](/[CH:17]=[CH:18]/[N+:19]([O-:21])=[O:20])[CH:14]=[C:13]([F:22])[CH:12]=1)[C:4]1[CH:9]=[CH:8][CH:7]=[CH:6][CH:5]=1, predict the reaction product.